Task: Predict the reactants needed to synthesize the given product.. Dataset: Full USPTO retrosynthesis dataset with 1.9M reactions from patents (1976-2016) (1) The reactants are: [Br:1][C:2]1[CH:3]=[C:4]([N+:9]([O-:11])=[O:10])[C:5](O)=[N:6][CH:7]=1.O.C(=O)(O)[O-].[Na+].P(Cl)(Cl)([Cl:20])=O. Given the product [Br:1][C:2]1[CH:3]=[C:4]([N+:9]([O-:11])=[O:10])[C:5]([Cl:20])=[N:6][CH:7]=1, predict the reactants needed to synthesize it. (2) Given the product [Cl:26][C:27]1[CH:35]=[C:34]([Cl:36])[CH:33]=[C:32]([Cl:37])[C:28]=1[C:29]([O:13][C:12]([C@@H:10]1[CH2:11][C@H:8]([C:6]([O:5][C:1]([CH3:4])([CH3:2])[CH3:3])=[O:7])[C:9]1([CH3:16])[CH3:15])=[O:14])=[O:30], predict the reactants needed to synthesize it. The reactants are: [C:1]([O:5][C:6]([C@H:8]1[CH2:11][C@@H:10]([C:12]([OH:14])=[O:13])[C:9]1([CH3:16])[CH3:15])=[O:7])([CH3:4])([CH3:3])[CH3:2].CCN(C(C)C)C(C)C.[Cl:26][C:27]1[CH:35]=[C:34]([Cl:36])[CH:33]=[C:32]([Cl:37])[C:28]=1[C:29](Cl)=[O:30]. (3) Given the product [CH:1]1([CH2:6][C@@H:7]([C:19]([NH:21][NH:22][C:23]2[C:28]([F:29])=[C:27]([N:30]3[CH2:34][CH:33]=[CH:32][CH2:31]3)[N:26]=[C:25]([CH3:35])[N:24]=2)=[O:20])[CH2:8][N:9]([OH:12])[CH:10]=[O:11])[CH2:5][CH2:4][CH2:3][CH2:2]1, predict the reactants needed to synthesize it. The reactants are: [CH:1]1([CH2:6][C@@H:7]([C:19]([NH:21][NH:22][C:23]2[C:28]([F:29])=[C:27]([N:30]3[CH2:34][CH:33]=[CH:32][CH2:31]3)[N:26]=[C:25]([CH3:35])[N:24]=2)=[O:20])[CH2:8][N:9]([O:12]C2CCCCO2)[CH:10]=[O:11])[CH2:5][CH2:4][CH2:3][CH2:2]1.CC(O)=O. (4) Given the product [CH3:35][NH:32][C:33](=[O:34])[O:1][C:2]1[CH:7]=[CH:6][C:5]([C:8]2[NH:9][C:10]3[N:11]([N:15]=[C:16]([CH3:24])[C:17]=3[C:18]3[CH:23]=[CH:22][CH:21]=[CH:20][N:19]=3)[C:12](=[O:14])[CH:13]=2)=[CH:4][CH:3]=1, predict the reactants needed to synthesize it. The reactants are: [OH:1][C:2]1[CH:7]=[CH:6][C:5]([C:8]2[NH:9][C:10]3[N:11]([N:15]=[C:16]([CH3:24])[C:17]=3[C:18]3[CH:23]=[CH:22][CH:21]=[CH:20][N:19]=3)[C:12](=[O:14])[CH:13]=2)=[CH:4][CH:3]=1.C(N(CC)CC)C.[N:32]([CH3:35])=[C:33]=[O:34]. (5) Given the product [CH3:4][C:2]([C:5]1[NH:13][C:8]2=[N+:9]([O-:25])[CH:10]=[CH:11][CH:12]=[C:7]2[CH:6]=1)([CH3:1])[CH3:3], predict the reactants needed to synthesize it. The reactants are: [CH3:1][C:2]([C:5]1[NH:13][C:8]2=[N:9][CH:10]=[CH:11][CH:12]=[C:7]2[CH:6]=1)([CH3:4])[CH3:3].C(Cl)Cl.ClC1C=CC=C(C(OO)=[O:25])C=1.C(=O)([O-])[O-].[K+].[K+]. (6) Given the product [CH3:1][C:2]1[N:6]([CH2:7][C:8]2[CH:9]=[CH:10][C:11]([CH3:14])=[CH:12][CH:13]=2)[N:5]=[C:4]([C:15]2[O:19][N:18]=[C:17]([C:20]3[CH:25]=[CH:24][C:23]([NH2:26])=[CH:22][CH:21]=3)[N:16]=2)[CH:3]=1, predict the reactants needed to synthesize it. The reactants are: [CH3:1][C:2]1[N:6]([CH2:7][C:8]2[CH:13]=[CH:12][C:11]([CH3:14])=[CH:10][CH:9]=2)[N:5]=[C:4]([C:15]2[O:19][N:18]=[C:17]([C:20]3[CH:25]=[CH:24][C:23]([NH:26]C(=O)OC(C)(C)C)=[CH:22][CH:21]=3)[N:16]=2)[CH:3]=1.FC(F)(F)C(O)=O. (7) Given the product [Br:1][C:2]1[CH:7]=[C:6]([F:8])[CH:5]=[C:4]2[C:3]=1[CH:12]=[CH:13][NH:14]2, predict the reactants needed to synthesize it. The reactants are: [Br:1][C:2]1[CH:7]=[C:6]([F:8])[CH:5]=[C:4]([N+]([O-])=O)[C:3]=1[CH:12]=[CH:13][N:14]1CCCC1.O.NN. (8) Given the product [OH:12][CH2:11][C:9]([N:8]([CH3:15])[C:6](=[O:7])[O:5][C:1]([CH3:4])([CH3:3])[CH3:2])([CH3:10])[CH3:14], predict the reactants needed to synthesize it. The reactants are: [C:1]([O:5][C:6]([N:8]([CH3:15])[C:9]([CH3:14])([C:11](O)=[O:12])[CH3:10])=[O:7])([CH3:4])([CH3:3])[CH3:2].